Predict the reactants needed to synthesize the given product. From a dataset of Full USPTO retrosynthesis dataset with 1.9M reactions from patents (1976-2016). (1) Given the product [Br:12][C:9]1[CH:10]=[CH:11][C:6]([C:4](=[O:5])[CH2:3][N:17]2[CH:18]=[CH:19][N:20]=[C:16]2[CH:13]([CH3:15])[CH3:14])=[N:7][CH:8]=1, predict the reactants needed to synthesize it. The reactants are: Br.Br[CH2:3][C:4]([C:6]1[CH:11]=[CH:10][C:9]([Br:12])=[CH:8][N:7]=1)=[O:5].[CH:13]([C:16]1[NH:17][CH:18]=[CH:19][N:20]=1)([CH3:15])[CH3:14].BrC1C=CC(C(=O)CN2C=CN=C2CCC)=NC=1. (2) Given the product [F:37][C:36]([F:39])([F:38])[C:34]([OH:40])=[O:35].[F:1][C:2]1[CH:7]=[C:6]([S:8]([CH3:11])(=[O:9])=[O:10])[CH:5]=[CH:4][C:3]=1[C:12]1[S:13][C:14]2[CH:20]=[CH:19][C:18]([CH:21]3[CH2:26][CH2:25][NH:24][CH2:23][CH2:22]3)=[CH:17][C:15]=2[N:16]=1, predict the reactants needed to synthesize it. The reactants are: [F:1][C:2]1[CH:7]=[C:6]([S:8]([CH3:11])(=[O:10])=[O:9])[CH:5]=[CH:4][C:3]=1[C:12]1[S:13][C:14]2[CH:20]=[CH:19][C:18]([CH:21]3[CH2:26][CH2:25][N:24](C(OC(C)(C)C)=O)[CH2:23][CH2:22]3)=[CH:17][C:15]=2[N:16]=1.[C:34]([OH:40])([C:36]([F:39])([F:38])[F:37])=[O:35]. (3) Given the product [CH3:27][O:26][C:24]([NH:23][C@@H:19]([CH:20]([CH3:22])[CH3:21])[C:18]([N:16]1[CH2:17][C:13](=[O:12])[CH2:14][C@H:15]1[C:29]1[NH:30][CH:31]=[C:32]([C:34]2[CH:39]=[CH:38][C:37]([C:40]3[CH:41]=[C:42]4[C:47](=[CH:48][CH:49]=3)[CH:46]=[C:45]([C:50]3[NH:54][C:53]([C@@H:55]5[CH2:59][CH2:58][CH2:57][N:56]5[C:60]([O:62][C:63]([CH3:65])([CH3:64])[CH3:66])=[O:61])=[N:52][CH:51]=3)[CH:44]=[CH:43]4)=[CH:36][CH:35]=2)[N:33]=1)=[O:28])=[O:25], predict the reactants needed to synthesize it. The reactants are: CSC.ClN1C(=O)CCC1=O.[OH:12][C@@H:13]1[CH2:17][N:16]([C:18](=[O:28])[C@@H:19]([NH:23][C:24]([O:26][CH3:27])=[O:25])[CH:20]([CH3:22])[CH3:21])[C@H:15]([C:29]2[NH:30][CH:31]=[C:32]([C:34]3[CH:39]=[CH:38][C:37]([C:40]4[CH:41]=[C:42]5[C:47](=[CH:48][CH:49]=4)[CH:46]=[C:45]([C:50]4[NH:54][C:53]([C@@H:55]6[CH2:59][CH2:58][CH2:57][N:56]6[C:60]([O:62][C:63]([CH3:66])([CH3:65])[CH3:64])=[O:61])=[N:52][CH:51]=4)[CH:44]=[CH:43]5)=[CH:36][CH:35]=3)[N:33]=2)[CH2:14]1.C(N(CC)CC)C. (4) Given the product [O:12]1[CH:13]=[CH:14][CH:15]=[C:11]1[C:9]1[N:10]=[C:5]2[C:4]([NH2:16])=[N:3][C:2]([I:17])=[CH:7][N:6]2[N:8]=1, predict the reactants needed to synthesize it. The reactants are: Br[C:2]1[N:3]=[C:4]([NH2:16])[C:5]2[N:6]([N:8]=[C:9]([C:11]3[O:12][CH:13]=[CH:14][CH:15]=3)[N:10]=2)[CH:7]=1.[IH:17]. (5) Given the product [Cl:10][CH2:11][C@@:12]([C:14]1[CH:19]=[CH:18][C:17]([F:20])=[CH:16][C:15]=1[F:21])([OH:13])[C@@H:3]([CH3:4])[C:2]#[CH:1], predict the reactants needed to synthesize it. The reactants are: [CH3:1][C@@H:2](OS(C)(=O)=O)[C:3]#[CH:4].[Cl:10][CH2:11][C:12]([C:14]1[CH:19]=[CH:18][C:17]([F:20])=[CH:16][C:15]=1[F:21])=[O:13].C([Zn]CC)C.Cl.